This data is from Full USPTO retrosynthesis dataset with 1.9M reactions from patents (1976-2016). The task is: Predict the reactants needed to synthesize the given product. (1) Given the product [Br:8][C:6]1[CH:7]=[C:2]([F:1])[C:3]([NH:10][C:11]([N:19]2[CH2:18][C:17]3[C:21](=[CH:22][CH:23]=[CH:24][C:16]=3[N+:13]([O-:15])=[O:14])[CH2:20]2)=[O:12])=[C:4]([F:9])[CH:5]=1, predict the reactants needed to synthesize it. The reactants are: [F:1][C:2]1[CH:7]=[C:6]([Br:8])[CH:5]=[C:4]([F:9])[C:3]=1[N:10]=[C:11]=[O:12].[N+:13]([C:16]1[CH:24]=[CH:23][CH:22]=[C:21]2[C:17]=1[CH2:18][NH:19][CH2:20]2)([O-:15])=[O:14]. (2) The reactants are: C(OC(=O)[N:7]([C:12]1[CH:17]=[C:16]([C:18]2[CH:23]=[CH:22][CH:21]=[C:20]([C:24](=[O:35])[NH:25][C:26]3[C:27]([C:32](=[O:34])[NH2:33])=[N:28][N:29]([CH3:31])[CH:30]=3)[N:19]=2)[CH:15]=[CH:14][N:13]=1)[CH2:8][CH:9]1[CH2:11][CH2:10]1)(C)(C)C. Given the product [C:32]([C:27]1[C:26]([NH:25][C:24]([C:20]2[N:19]=[C:18]([C:16]3[CH:15]=[CH:14][N:13]=[C:12]([NH:7][CH2:8][CH:9]4[CH2:10][CH2:11]4)[CH:17]=3)[CH:23]=[CH:22][CH:21]=2)=[O:35])=[CH:30][N:29]([CH3:31])[N:28]=1)(=[O:34])[NH2:33], predict the reactants needed to synthesize it. (3) Given the product [F:1][C:2]1[CH:7]=[CH:6][C:5](/[CH:8]=[CH:12]/[N:13]2[CH2:15][CH2:22][CH2:21][CH2:14]2)=[C:4]([N+:9]([O-:11])=[O:10])[CH:3]=1, predict the reactants needed to synthesize it. The reactants are: [F:1][C:2]1[CH:7]=[CH:6][C:5]([CH3:8])=[C:4]([N+:9]([O-:11])=[O:10])[CH:3]=1.[CH3:12][N:13]([CH:15](OC)OC)[CH3:14].N1CC[CH2:22][CH2:21]1. (4) Given the product [F:17][C:14]1[CH:13]=[CH:12][C:11]([N:9]2[CH:10]=[C:6]([C:4]([OH:5])=[O:3])[N:7]=[CH:8]2)=[CH:16][CH:15]=1, predict the reactants needed to synthesize it. The reactants are: C([O:3][C:4]([C:6]1[N:7]=[CH:8][N:9]([C:11]2[CH:16]=[CH:15][C:14]([F:17])=[CH:13][CH:12]=2)[CH:10]=1)=[O:5])C.C.